This data is from Full USPTO retrosynthesis dataset with 1.9M reactions from patents (1976-2016). The task is: Predict the reactants needed to synthesize the given product. (1) The reactants are: [Br:1][C:2]1[CH:3]=[CH:4][C:5]2[C:9]([CH:10]=1)=[N:8][N:7]1[C:11](=[O:28])[CH:12]=[C:13]([CH:15]3[CH2:20][CH2:19][N:18](C(OC(C)(C)C)=O)[CH2:17][CH2:16]3)[NH:14][C:6]=21.[ClH:29]. Given the product [ClH:29].[Br:1][C:2]1[CH:3]=[CH:4][C:5]2[C:9]([CH:10]=1)=[N:8][N:14]1[C:13]([CH:15]3[CH2:20][CH2:19][NH:18][CH2:17][CH2:16]3)=[CH:12][C:11](=[O:28])[NH:7][C:6]=21, predict the reactants needed to synthesize it. (2) Given the product [N+:6]([CH:18]1[N:17]([C:15]2[CH:14]=[CH:13][N:12]=[C:11]([CH3:10])[CH:16]=2)[CH:21]=[CH:20][NH:19]1)([O-:9])=[O:7], predict the reactants needed to synthesize it. The reactants are: S(=O)(=O)(O)O.[N+:6]([O-:9])(O)=[O:7].[CH3:10][C:11]1[CH:16]=[C:15]([N:17]2[CH:21]=[CH:20][NH:19][CH2:18]2)[CH:14]=[CH:13][N:12]=1.C([O-])(O)=O.[Na+]. (3) Given the product [C:28]([O:18][CH2:17][C:5]1[N:4]([CH2:3][C:2]([F:1])([CH3:20])[CH3:19])[C:16]2[C:15]3[N:14]=[CH:13][CH:12]=[CH:11][C:10]=3[N:9]=[CH:8][C:7]=2[N:6]=1)(=[O:30])[CH3:29], predict the reactants needed to synthesize it. The reactants are: [F:1][C:2]([CH3:20])([CH3:19])[CH2:3][N:4]1[C:16]2[C:15]3[N:14]=[CH:13][CH:12]=[CH:11][C:10]=3[N:9]=[CH:8][C:7]=2[N:6]=[C:5]1[CH2:17][OH:18].C(N(CC)CC)C.[C:28](OC(=O)C)(=[O:30])[CH3:29].C([O-])(O)=O.[Na+]. (4) Given the product [CH2:18]([CH:22]1[CH2:23][CH:24]2[N:29]([CH2:13][C@@H:12]([CH3:15])[CH2:11][N:6]3[C:5]4[CH:16]=[CH:17][C:2]([F:1])=[CH:3][C:4]=4[O:9][CH2:8][C:7]3=[O:10])[CH:27]([CH2:26][CH2:25]2)[CH2:28]1)[CH2:19][CH2:20][CH3:21], predict the reactants needed to synthesize it. The reactants are: [F:1][C:2]1[CH:17]=[CH:16][C:5]2[N:6]([CH2:11][C@H:12]([CH3:15])[CH2:13]I)[C:7](=[O:10])[CH2:8][O:9][C:4]=2[CH:3]=1.[CH2:18]([CH:22]1[CH2:28][CH:27]2[NH:29][CH:24]([CH2:25][CH2:26]2)[CH2:23]1)[CH2:19][CH2:20][CH3:21]. (5) Given the product [CH:1]1([CH:7]([NH:24][C:25]2[CH:33]=[CH:32][C:28]([C:29]([NH:57][CH2:58][C:59]([CH2:65][CH3:66])([CH2:67][CH3:68])[C:60]([O:62][CH2:63][CH3:64])=[O:61])=[O:30])=[CH:27][CH:26]=2)[C:8]2[C:9]([CH2:22][CH3:23])=[N:10][N:11]([C:13]3[CH:18]=[CH:17][CH:16]=[C:15]([O:19][CH2:20][CH3:21])[CH:14]=3)[CH:12]=2)[CH2:6][CH2:5][CH2:4][CH2:3][CH2:2]1, predict the reactants needed to synthesize it. The reactants are: [CH:1]1([CH:7]([NH:24][C:25]2[CH:33]=[CH:32][C:28]([C:29](O)=[O:30])=[CH:27][CH:26]=2)[C:8]2[C:9]([CH2:22][CH3:23])=[N:10][N:11]([C:13]3[CH:18]=[CH:17][CH:16]=[C:15]([O:19][CH2:20][CH3:21])[CH:14]=3)[CH:12]=2)[CH2:6][CH2:5][CH2:4][CH2:3][CH2:2]1.Cl.C(N=C=NCCCN(C)C)C.ON1C2C=CC=CC=2N=N1.Cl.[NH2:57][CH2:58][C:59]([CH2:67][CH3:68])([CH2:65][CH3:66])[C:60]([O:62][CH2:63][CH3:64])=[O:61]. (6) Given the product [CH3:8][S:9][C:10]1[N:15]=[C:14]([CH3:16])[C:13]([C:17]2[C:22]([F:23])=[CH:21][C:20]([F:24])=[CH:19][C:18]=2[F:25])=[C:12]([CH2:1][CH:2]([CH3:3])[CH2:6][CH3:7])[N:11]=1, predict the reactants needed to synthesize it. The reactants are: [CH3:1][CH:2]([CH2:6][CH3:7])[CH2:3][Mg]Br.[CH3:8][S:9][C:10]1[N:15]=[C:14]([CH3:16])[C:13]([C:17]2[C:22]([F:23])=[CH:21][C:20]([F:24])=[CH:19][C:18]=2[F:25])=[C:12](Cl)[N:11]=1.